From a dataset of Peptide-MHC class I binding affinity with 185,985 pairs from IEDB/IMGT. Regression. Given a peptide amino acid sequence and an MHC pseudo amino acid sequence, predict their binding affinity value. This is MHC class I binding data. (1) The peptide sequence is NNKSRLVAF. The MHC is HLA-B35:01 with pseudo-sequence HLA-B35:01. The binding affinity (normalized) is 0.0847. (2) The peptide sequence is LRQESGARG. The MHC is HLA-B27:05 with pseudo-sequence HLA-B27:05. The binding affinity (normalized) is 0.129.